From a dataset of NCI-60 drug combinations with 297,098 pairs across 59 cell lines. Regression. Given two drug SMILES strings and cell line genomic features, predict the synergy score measuring deviation from expected non-interaction effect. (1) Drug 1: C1=CN(C=N1)CC(O)(P(=O)(O)O)P(=O)(O)O. Drug 2: B(C(CC(C)C)NC(=O)C(CC1=CC=CC=C1)NC(=O)C2=NC=CN=C2)(O)O. Cell line: NCIH23. Synergy scores: CSS=26.0, Synergy_ZIP=0.758, Synergy_Bliss=-3.35, Synergy_Loewe=-6.25, Synergy_HSA=-7.75. (2) Drug 1: C1CC(CNC1)C2=CC=C(C=C2)N3C=C4C=CC=C(C4=N3)C(=O)N. Drug 2: CC1(CCCN1)C2=NC3=C(C=CC=C3N2)C(=O)N. Cell line: T-47D. Synergy scores: CSS=16.5, Synergy_ZIP=4.89, Synergy_Bliss=6.95, Synergy_Loewe=2.47, Synergy_HSA=5.02. (3) Drug 1: C1CN1C2=NC(=NC(=N2)N3CC3)N4CC4. Drug 2: COC1=C2C(=CC3=C1OC=C3)C=CC(=O)O2. Cell line: HS 578T. Synergy scores: CSS=9.80, Synergy_ZIP=2.91, Synergy_Bliss=4.30, Synergy_Loewe=-1.70, Synergy_HSA=2.52. (4) Drug 1: CCC1(CC2CC(C3=C(CCN(C2)C1)C4=CC=CC=C4N3)(C5=C(C=C6C(=C5)C78CCN9C7C(C=CC9)(C(C(C8N6C=O)(C(=O)OC)O)OC(=O)C)CC)OC)C(=O)OC)O.OS(=O)(=O)O. Drug 2: COC1=C2C(=CC3=C1OC=C3)C=CC(=O)O2. Cell line: SK-MEL-5. Synergy scores: CSS=38.3, Synergy_ZIP=4.13, Synergy_Bliss=5.98, Synergy_Loewe=-26.9, Synergy_HSA=2.49.